Task: Predict the product of the given reaction.. Dataset: Forward reaction prediction with 1.9M reactions from USPTO patents (1976-2016) (1) Given the reactants Cl[C:2]1[C:11]2[CH:10]=[CH:9][C:8]3[O:12][C:13]([F:16])([F:15])[O:14][C:7]=3[C:6]=2[N:5]=[C:4]([Cl:17])[N:3]=1.C(N(CC)C(C)C)(C)C.[C:27]([NH:30][NH2:31])(=[O:29])[CH3:28], predict the reaction product. The product is: [Cl:17][C:4]1[N:3]=[C:2]([NH:31][NH:30][C:27](=[O:29])[CH3:28])[C:11]2[CH:10]=[CH:9][C:8]3[O:12][C:13]([F:16])([F:15])[O:14][C:7]=3[C:6]=2[N:5]=1. (2) The product is: [OH:27][CH2:26][CH2:25][S:24][C:21]1[CH:20]=[C:19]([O:30][C:31]2[C:32]([CH3:37])=[N:33][CH:34]=[CH:35][CH:36]=2)[C:18]([NH:17][C:15]2[S:14][N:13]=[C:12]([CH:7]3[CH2:6][CH:5]4[N:4]([C:1](=[O:3])[CH3:2])[CH:9]([CH2:10][CH2:11]4)[CH2:8]3)[N:16]=2)=[N:23][CH:22]=1. Given the reactants [C:1]([N:4]1[CH:9]2[CH2:10][CH2:11][CH:5]1[CH2:6][CH:7]([C:12]1[N:16]=[C:15]([NH:17][C:18]3[N:23]=[CH:22][C:21]([S:24][CH2:25][C:26](OC)=[O:27])=[CH:20][C:19]=3[O:30][C:31]3[C:32]([CH3:37])=[N:33][CH:34]=[CH:35][CH:36]=3)[S:14][N:13]=1)[CH2:8]2)(=[O:3])[CH3:2].[Li+].[BH4-].[H-].[H-].[H-].[H-].[Li+].[Al+3], predict the reaction product. (3) Given the reactants Br[C:2]1[CH:7]=[CH:6][C:5]([F:8])=[CH:4][CH:3]=1.[Li]CCCC.[F:14][C:15]1[CH:22]=[CH:21][C:18]([CH:19]=[O:20])=[CH:17][CH:16]=1, predict the reaction product. The product is: [F:8][C:5]1[CH:6]=[CH:7][C:2]([CH:19]([C:18]2[CH:21]=[CH:22][C:15]([F:14])=[CH:16][CH:17]=2)[OH:20])=[CH:3][CH:4]=1. (4) The product is: [CH3:54][O:53][C:41]1[N:42]=[CH:32][C:33]([C:2]2[N:3]=[C:4]3[C:9](=[CH:10][CH:11]=2)[N:8]=[CH:7][C:6]2[CH:12]=[CH:13][C:14](=[O:27])[N:15]([C:16]4[CH:17]=[CH:18][C:19]([C:22]([CH3:25])([CH3:26])[C:23]#[N:24])=[CH:20][CH:21]=4)[C:5]3=2)=[CH:39][CH:40]=1. Given the reactants Cl[C:2]1[N:3]=[C:4]2[C:9](=[CH:10][CH:11]=1)[N:8]=[CH:7][C:6]1[CH:12]=[CH:13][C:14](=[O:27])[N:15]([C:16]3[CH:21]=[CH:20][C:19]([C:22]([CH3:26])([CH3:25])[C:23]#[N:24])=[CH:18][CH:17]=3)[C:5]2=1.ClC1N=C2C(=CC=1)N=C[C:33]1[CH:39]=[CH:40][C:41](=[O:53])[N:42](C3C=CC=C(C(F)(F)F)C=3)[C:32]2=1.[CH3:54]C1(C)C(C)(C)OB(C2C=CC(N)=NC=2)O1, predict the reaction product. (5) The product is: [O:47]=[C:28]1[C:29]2([CH2:39][O:38][C:37]3[CH:40]=[C:41]4[C:45](=[CH:46][C:36]2=3)[CH2:44][CH2:43][O:42]4)[C:30]2[C:35](=[CH:34][CH:33]=[CH:32][CH:31]=2)[N:27]1[CH2:2][CH2:3][CH2:4][N:5]1[C:9](=[O:10])[C:8]2[C:7](=[CH:14][CH:13]=[CH:12][CH:11]=2)[C:6]1=[O:15]. Given the reactants Br[CH2:2][CH2:3][CH2:4][N:5]1[C:9](=[O:10])[C:8]2=[CH:11][CH:12]=[CH:13][CH:14]=[C:7]2[C:6]1=[O:15].BrCC1OC(C(F)(F)F)=CC=1.[NH:27]1[C:35]2[C:30](=[CH:31][CH:32]=[CH:33][CH:34]=2)[C:29]2([CH2:39][O:38][C:37]3[CH:40]=[C:41]4[C:45](=[CH:46][C:36]2=3)[CH2:44][CH2:43][O:42]4)[C:28]1=[O:47].CC1C2C=C3C4(C5C(=CC=CC=5)NC4=O)COC3=CC=2ON=1, predict the reaction product. (6) Given the reactants [CH3:1][O:2][C:3]1[CH:12]=[CH:11][CH:10]=[C:9]2[C:4]=1[CH2:5][CH2:6][CH2:7][CH:8]2[C:13]([OH:15])=O.[CH2:16]([N:18]1[CH:22]=[C:21]([CH2:23][NH:24][C:25]2[CH:30]=[CH:29][C:28]([CH:31]([CH3:33])[CH3:32])=[CH:27][CH:26]=2)[CH:20]=[N:19]1)[CH3:17], predict the reaction product. The product is: [CH2:16]([N:18]1[CH:22]=[C:21]([CH2:23][N:24]([C:25]2[CH:26]=[CH:27][C:28]([CH:31]([CH3:32])[CH3:33])=[CH:29][CH:30]=2)[C:13]([CH:8]2[C:9]3[C:4](=[C:3]([O:2][CH3:1])[CH:12]=[CH:11][CH:10]=3)[CH2:5][CH2:6][CH2:7]2)=[O:15])[CH:20]=[N:19]1)[CH3:17]. (7) Given the reactants [Cl:1][C:2]1[CH:7]=[C:6]([Cl:8])[CH:5]=[CH:4][C:3]=1[NH:9][C:10](=[O:14])[O:11][CH2:12][CH3:13].[H-].[Na+].Cl[C:18]1[C:23]([N+:24]([O-:26])=[O:25])=[CH:22][C:21]([N+:27]([O-:29])=[O:28])=[CH:20][C:19]=1[C:30]([F:33])([F:32])[F:31].Cl, predict the reaction product. The product is: [Cl:1][C:2]1[CH:7]=[C:6]([Cl:8])[CH:5]=[CH:4][C:3]=1[N:9]([C:18]1[C:19]([C:30]([F:32])([F:33])[F:31])=[CH:20][C:21]([N+:27]([O-:29])=[O:28])=[CH:22][C:23]=1[N+:24]([O-:26])=[O:25])[C:10](=[O:14])[O:11][CH2:12][CH3:13]. (8) Given the reactants FC(F)(F)S(O[C:7]1[CH2:12][CH2:11][N:10]([C:13]([O:15][C:16]([CH3:19])([CH3:18])[CH3:17])=[O:14])[CH2:9][CH:8]=1)(=O)=O.[B:22]1([B:22]2[O:26][C:25]([CH3:28])([CH3:27])[C:24]([CH3:30])([CH3:29])[O:23]2)[O:26][C:25]([CH3:28])([CH3:27])[C:24]([CH3:30])([CH3:29])[O:23]1.C([O-])(=O)C.[K+], predict the reaction product. The product is: [CH3:29][C:24]1([CH3:30])[C:25]([CH3:28])([CH3:27])[O:26][B:22]([C:7]2[CH2:12][CH2:11][N:10]([C:13]([O:15][C:16]([CH3:19])([CH3:18])[CH3:17])=[O:14])[CH2:9][CH:8]=2)[O:23]1. (9) The product is: [Cl:19][C:9]1[N:10]=[CH:11][C:2]([F:1])=[C:3]2[C:8]=1[N:7]=[CH:6][C:5]([C:15]#[N:16])=[CH:4]2. Given the reactants [F:1][CH:2]1[CH:11](OC)[NH:10][C:9](=O)[C:8]2[N:7]=[CH:6][C:5]([C:15]#[N:16])=[CH:4][C:3]1=2.P(Cl)(Cl)([Cl:19])=O, predict the reaction product.